Dataset: Reaction yield outcomes from USPTO patents with 853,638 reactions. Task: Predict the reaction yield, written as a fraction of the theoretical maximum amount of product (1.0 means a 100% yield; for example, 0.34 means a 34% yield). (1) The reactants are [Cl:1][C:2]1[CH:3]=[C:4]2[C:12](=[CH:13][C:14]=1[Cl:15])[N:11](C(OC(C)(C)C)=O)[C:10]1[C:9](=[O:23])[CH2:8][CH2:7][CH2:6][C:5]2=1.C(O)(C(F)(F)F)=O.C([O-])(O)=O.[Na+]. The catalyst is C(Cl)Cl. The product is [Cl:1][C:2]1[CH:3]=[C:4]2[C:12](=[CH:13][C:14]=1[Cl:15])[NH:11][C:10]1[C:9](=[O:23])[CH2:8][CH2:7][CH2:6][C:5]2=1. The yield is 0.850. (2) The reactants are C[O:2][C:3]1[CH:12]=[CH:11][CH:10]=[C:9]2[C:4]=1[CH2:5][CH2:6][CH:7]([N:13]([CH2:17][CH2:18][N:19]1[CH2:24][CH2:23][NH:22][CH2:21][CH2:20]1)[CH2:14][CH2:15][CH3:16])[CH2:8]2.B(Br)(Br)Br. No catalyst specified. The product is [N:19]1([CH2:18][CH2:17][N:13]([CH2:14][CH2:15][CH3:16])[CH:7]2[CH2:6][CH2:5][C:4]3[C:3]([OH:2])=[CH:12][CH:11]=[CH:10][C:9]=3[CH2:8]2)[CH2:24][CH2:23][NH:22][CH2:21][CH2:20]1. The yield is 0.780. (3) The reactants are [CH3:1][C@:2]12[C@@:19]3([CH3:20])[C@@H:10]([C@:11]4([CH3:42])[C@@H:16]([CH2:17][CH2:18]3)[C:15]([CH3:22])([CH3:21])[C:14]([C:23]3[CH2:41][C:25]5([CH2:28][C:27]([C:35]([O:37]C(C)C)=[O:36])([C:29]([O:31]C(C)C)=[O:30])[CH2:26]5)[CH:24]=3)=[CH:13][CH2:12]4)[CH2:9][CH2:8][C@@H:7]1[C@H:6]1[C@H:43]([C:46]([CH3:48])=[CH2:47])[CH2:44][CH2:45][C@:5]1([NH:49][CH2:50][CH2:51][N:52]1[CH2:57][CH2:56][O:55][CH2:54][CH2:53]1)[CH2:4][CH2:3]2.[OH-].[Na+]. The catalyst is O1CCOCC1.CO. The product is [CH3:1][C@:2]12[C@@:19]3([CH3:20])[C@@H:10]([C@:11]4([CH3:42])[C@@H:16]([CH2:17][CH2:18]3)[C:15]([CH3:21])([CH3:22])[C:14]([C:23]3[CH2:41][C:25]5([CH2:28][C:27]([C:29]([OH:31])=[O:30])([C:35]([OH:37])=[O:36])[CH2:26]5)[CH:24]=3)=[CH:13][CH2:12]4)[CH2:9][CH2:8][C@@H:7]1[C@H:6]1[C@H:43]([C:46]([CH3:48])=[CH2:47])[CH2:44][CH2:45][C@:5]1([NH:49][CH2:50][CH2:51][N:52]1[CH2:53][CH2:54][O:55][CH2:56][CH2:57]1)[CH2:4][CH2:3]2. The yield is 0.740. (4) The reactants are [N:1]1[CH:6]=[CH:5][CH:4]=[CH:3][C:2]=1[CH2:7][C:8]#[N:9].[CH3:10][O:11][C:12]1[CH:13]=[C:14]([CH:17]=[CH:18][C:19]=1[O:20][CH3:21])[CH:15]=O. No catalyst specified. The product is [CH3:10][O:11][C:12]1[CH:13]=[C:14](/[CH:15]=[C:7](/[C:2]2[CH:3]=[CH:4][CH:5]=[CH:6][N:1]=2)\[C:8]#[N:9])[CH:17]=[CH:18][C:19]=1[O:20][CH3:21]. The yield is 0.770. (5) The reactants are Cl.[F:2][C:3]1[CH:8]=[CH:7][C:6]([C:9]2[N:10]=[C:11]([CH:15]3[CH2:20][CH2:19][N:18]([C:21]4[N:26]=[CH:25][N:24]=[C:23]5[NH:27][N:28]=[CH:29][C:22]=45)[CH2:17][CH2:16]3)[N:12](C)[CH:13]=2)=[CH:5][C:4]=1[C:30]([F:33])([F:32])[F:31].[Cl:34][CH2:35]Cl. No catalyst specified. The product is [ClH:34].[F:2][C:3]1[CH:8]=[CH:7][C:6]([C:9]2[N:10]([CH3:35])[CH:11]([CH:15]3[CH2:16][CH2:17][N:18]([C:21]4[N:26]=[CH:25][N:24]=[C:23]5[NH:27][N:28]=[CH:29][C:22]=45)[CH2:19][CH2:20]3)[NH:12][CH:13]=2)=[CH:5][C:4]=1[C:30]([F:33])([F:32])[F:31]. The yield is 0.985. (6) The reactants are [CH3:1][O:2][C:3]1[CH:8]=[CH:7][C:6]([CH:9]2[O:14][C@H:13]3[CH2:15][C@H:16]([N:18]4[C:22]5[N:23]=[CH:24][N:25]=[C:26]([CH3:27])[C:21]=5[CH:20]=[CH:19]4)[CH2:17][C@H:12]3[CH2:11][O:10]2)=[CH:5][CH:4]=1.[I:28]N1C(=O)CCC1=O. The catalyst is C(Cl)Cl. The product is [I:28][C:20]1[C:21]2[C:26]([CH3:27])=[N:25][CH:24]=[N:23][C:22]=2[N:18]([C@H:16]2[CH2:15][C@@H:13]3[O:14][CH:9]([C:6]4[CH:5]=[CH:4][C:3]([O:2][CH3:1])=[CH:8][CH:7]=4)[O:10][CH2:11][C@@H:12]3[CH2:17]2)[CH:19]=1. The yield is 0.520. (7) The reactants are C([NH:4][C:5]1[N:6]=[C:7]2[CH:12]=[CH:11][C:10]([O:13][C:14]3[CH:15]=[C:16]([NH:20][C:21](=[O:33])[C:22]4[CH:27]=[CH:26][CH:25]=[C:24]([C:28]5([C:31]#[N:32])[CH2:30][CH2:29]5)[CH:23]=4)[CH:17]=[CH:18][CH:19]=3)=[N:9][N:8]2[CH:34]=1)(=O)C.Cl.C(OCC)(=O)C.[OH-].[Na+]. The catalyst is CO. The product is [NH2:4][C:5]1[N:6]=[C:7]2[CH:12]=[CH:11][C:10]([O:13][C:14]3[CH:15]=[C:16]([NH:20][C:21](=[O:33])[C:22]4[CH:27]=[CH:26][CH:25]=[C:24]([C:28]5([C:31]#[N:32])[CH2:30][CH2:29]5)[CH:23]=4)[CH:17]=[CH:18][CH:19]=3)=[N:9][N:8]2[CH:34]=1. The yield is 0.820.